This data is from Full USPTO retrosynthesis dataset with 1.9M reactions from patents (1976-2016). The task is: Predict the reactants needed to synthesize the given product. (1) Given the product [OH:10][C:3]1[C:2]([CH3:1])=[C:7]([S:8][CH2:18][C:19](=[O:25])[CH2:20][C:21]([O:23][CH3:24])=[O:22])[CH:6]=[C:5]([CH3:9])[CH:4]=1, predict the reactants needed to synthesize it. The reactants are: [CH3:1][C:2]1[C:7]([SH:8])=[CH:6][C:5]([CH3:9])=[CH:4][C:3]=1[OH:10].C([O-])([O-])=O.[K+].[K+].Cl[CH2:18][C:19](=[O:25])[CH2:20][C:21]([O:23][CH3:24])=[O:22]. (2) Given the product [CH3:1][O:2][C:3]1[CH:4]=[C:5]([N:12]([CH3:23])[C:13](=[O:22])[CH2:14][N:15]2[CH2:20][CH2:19][O:27][CH2:17][CH2:16]2)[CH:6]=[CH:7][C:8]=1[N+:9]([O-:11])=[O:10], predict the reactants needed to synthesize it. The reactants are: [CH3:1][O:2][C:3]1[CH:4]=[C:5]([N:12]([CH3:23])[C:13](=[O:22])[CH2:14][N:15]2[CH2:20][CH2:19]N(C)[CH2:17][CH2:16]2)[CH:6]=[CH:7][C:8]=1[N+:9]([O-:11])=[O:10].ClCC(N(C1C=CC([N+]([O-])=O)=C(OC)C=1)C)=[O:27].N1CCOCC1.CN1CCNCC1. (3) Given the product [C:27]([O:26][C:24](=[O:25])[NH:31][CH:32]([C:36](=[O:37])[NH:16][C:10]1[CH:11]=[C:12]([CH3:15])[CH:13]=[CH:14][C:9]=1[NH:8][CH2:1][C:2]1[CH:3]=[CH:4][CH:5]=[CH:6][CH:7]=1)[CH:33]([CH3:34])[CH3:35])([CH3:28])([CH3:30])[CH3:29], predict the reactants needed to synthesize it. The reactants are: [CH2:1]([NH:8][C:9]1[C:10]([NH2:16])=[CH:11][C:12]([CH3:15])=[CH:13][CH:14]=1)[C:2]1[CH:7]=[CH:6][CH:5]=[CH:4][CH:3]=1.C(N(CC)CC)C.[C:24]([NH:31][C@@H:32]([C:36](O)=[O:37])[CH:33]([CH3:35])[CH3:34])([O:26][C:27]([CH3:30])([CH3:29])[CH3:28])=[O:25].CN(C(ON1N=NC2C=CC=CC1=2)=[N+](C)C)C.[B-](F)(F)(F)F. (4) Given the product [Cl:1][C:2]1[CH:3]=[CH:4][C:5]([N:22]2[CH2:27][CH2:26][O:25][CH2:24][CH2:23]2)=[C:6]([CH2:8][N:9]2[CH2:10][CH2:11][NH:12][CH2:13][CH2:14]2)[CH:7]=1, predict the reactants needed to synthesize it. The reactants are: [Cl:1][C:2]1[CH:3]=[CH:4][C:5]([N:22]2[CH2:27][CH2:26][O:25][CH2:24][CH2:23]2)=[C:6]([CH2:8][N:9]2[CH2:14][CH2:13][N:12](C(OC(C)(C)C)=O)[CH2:11][CH2:10]2)[CH:7]=1.FC(F)(F)C(O)=O. (5) Given the product [CH:1]1([CH2:7][CH2:8][CH2:9][C@@H:10]([C:16]2[O:20][N:19]=[C:18]([CH2:21][CH2:22][C:23]([OH:25])=[O:24])[N:17]=2)[CH2:11][C:12]([NH:14][OH:15])=[O:13])[CH2:2][CH2:3][CH2:4][CH2:5][CH2:6]1, predict the reactants needed to synthesize it. The reactants are: [CH:1]1([CH2:7][CH2:8][CH2:9][C@@H:10]([C:16]2[O:20][N:19]=[C:18]([CH2:21][CH2:22][C:23]([O:25]CC)=[O:24])[N:17]=2)[CH2:11][C:12]([NH:14][OH:15])=[O:13])[CH2:6][CH2:5][CH2:4][CH2:3][CH2:2]1.O.[OH-].[Li+]. (6) Given the product [OH:12][C:9]1[CH:8]=[CH:7][CH:6]=[C:5]2[C:10]=1[CH:11]=[C:2]([CH3:1])[C:3](=[O:14])[O:4]2, predict the reactants needed to synthesize it. The reactants are: [CH3:1][C:2]1[C:3](=[O:14])[O:4][C:5]2[C:10]([CH:11]=1)=[C:9]([O:12]C)[CH:8]=[CH:7][CH:6]=2.B(Br)(Br)Br. (7) Given the product [C:14]1([C:20]#[C:21][C@@H:26]([CH:27]2[C:28](=[O:36])[O:29][C:30]([CH3:34])([CH3:35])[O:31][C:32]2=[O:33])[C:25]2[CH:24]=[C:23]([CH3:22])[CH:39]=[CH:38][CH:37]=2)[CH:19]=[CH:18][CH:17]=[CH:16][CH:15]=1, predict the reactants needed to synthesize it. The reactants are: O=C1O[C@H]([C@H](CO)O)C([O-])=C1O.[Na+].[C:14]1([C:20]#[CH:21])[CH:19]=[CH:18][CH:17]=[CH:16][CH:15]=1.[CH3:22][C:23]1[CH:24]=[C:25]([CH:37]=[CH:38][CH:39]=1)[CH:26]=[C:27]1[C:32](=[O:33])[O:31][C:30]([CH3:35])([CH3:34])[O:29][C:28]1=[O:36].